Dataset: Forward reaction prediction with 1.9M reactions from USPTO patents (1976-2016). Task: Predict the product of the given reaction. (1) The product is: [I:39][CH2:2][CH2:3][C@H:4]1[CH2:6][C@H:5]1[CH:7]1[CH2:12][CH2:11][N:10]([C:13]([O:15][C:16]([CH3:19])([CH3:18])[CH3:17])=[O:14])[CH2:9][CH2:8]1. Given the reactants O[CH2:2][CH2:3][C@H:4]1[CH2:6][C@H:5]1[CH:7]1[CH2:12][CH2:11][N:10]([C:13]([O:15][C:16]([CH3:19])([CH3:18])[CH3:17])=[O:14])[CH2:9][CH2:8]1.C1(P(C2C=CC=CC=2)C2C=CC=CC=2)C=CC=CC=1.[I:39]I.N1C=CN=C1, predict the reaction product. (2) Given the reactants [NH2:1][C:2]1[CH:3]=[CH:4][C:5]([F:21])=[C:6]([C@:8]2([CH3:20])[C:14]([F:16])([F:15])[C:13]([CH3:18])([CH3:17])[O:12][CH2:11][C:10](=[S:19])[NH:9]2)[CH:7]=1.[Cl:22][C:23]1[CH:24]=[CH:25][C:26]([C:29](O)=[O:30])=[N:27][CH:28]=1, predict the reaction product. The product is: [Cl:22][C:23]1[CH:24]=[CH:25][C:26]([C:29]([NH:1][C:2]2[CH:3]=[CH:4][C:5]([F:21])=[C:6]([C@:8]3([CH3:20])[C:14]([F:16])([F:15])[C:13]([CH3:17])([CH3:18])[O:12][CH2:11][C:10](=[S:19])[NH:9]3)[CH:7]=2)=[O:30])=[N:27][CH:28]=1.